Task: Predict the reactants needed to synthesize the given product.. Dataset: Full USPTO retrosynthesis dataset with 1.9M reactions from patents (1976-2016) (1) Given the product [CH2:2]([O:4][C:5](=[O:26])/[CH:6]=[CH:37]/[C:28]1[CH:29]=[CH:30][C:31]2[C:36](=[CH:35][CH:34]=[CH:33][CH:32]=2)[N:27]=1)[CH3:3], predict the reactants needed to synthesize it. The reactants are: [Br-].[CH2:2]([O:4][C:5](=[O:26])[CH2:6][P+](C1C=CC=CC=1)(C1C=CC=CC=1)C1C=CC=CC=1)[CH3:3].[N:27]1[C:36]2[C:31](=[CH:32][CH:33]=[CH:34][CH:35]=2)[CH:30]=[CH:29][C:28]=1[CH:37]=O. (2) Given the product [CH3:24][NH:23][C:18]1[CH:17]=[C:16]([C:3]2[CH:4]=[C:5]([C:8]([F:11])([F:10])[F:9])[CH:6]=[CH:7][C:2]=2[CH3:1])[N:21]=[C:20]([NH2:22])[N:19]=1, predict the reactants needed to synthesize it. The reactants are: [CH3:1][C:2]1[CH:7]=[CH:6][C:5]([C:8]([F:11])([F:10])[F:9])=[CH:4][C:3]=1B(O)O.I[C:16]1[N:21]=[C:20]([NH2:22])[N:19]=[C:18]([NH:23][CH3:24])[CH:17]=1. (3) Given the product [CH3:1][O:2][CH2:3][C:4]1[CH:9]=[C:8]([C:10]2[O:14][N:13]=[C:12]([C:15]3[CH:16]=[C:17]([CH2:21][CH2:22][N:23]([CH2:24][C:25]([OH:27])=[O:26])[CH3:32])[CH:18]=[CH:19][CH:20]=3)[N:11]=2)[CH:7]=[CH:6][C:5]=1[C:33]1[CH:38]=[CH:37][CH:36]=[CH:35][C:34]=1[CH3:39], predict the reactants needed to synthesize it. The reactants are: [CH3:1][O:2][CH2:3][C:4]1[CH:9]=[C:8]([C:10]2[O:14][N:13]=[C:12]([C:15]3[CH:16]=[C:17]([CH2:21][CH2:22][N:23]([CH3:32])[CH2:24][C:25]([O:27]C(C)(C)C)=[O:26])[CH:18]=[CH:19][CH:20]=3)[N:11]=2)[CH:7]=[CH:6][C:5]=1[C:33]1[CH:38]=[CH:37][CH:36]=[CH:35][C:34]=1[CH3:39].Cl. (4) Given the product [CH3:35][C:30]1[NH:31][C:32]2[C:28]([CH:29]=1)=[CH:27][C:26]([NH:25][C:22]1[CH:21]=[CH:20][N:19]=[C:18]3[CH:17]=[C:16]([C:14]([N:11]4[CH2:12][CH2:13][NH:8][CH2:9][CH2:10]4)=[O:15])[S:24][C:23]=13)=[CH:34][CH:33]=2, predict the reactants needed to synthesize it. The reactants are: C(OC([N:8]1[CH2:13][CH2:12][N:11]([C:14]([C:16]2[S:24][C:23]3[C:18](=[N:19][CH:20]=[CH:21][C:22]=3[NH:25][C:26]3[CH:27]=[C:28]4[C:32](=[CH:33][CH:34]=3)[NH:31][C:30]([CH3:35])=[CH:29]4)[CH:17]=2)=[O:15])[CH2:10][CH2:9]1)=O)(C)(C)C.Cl. (5) Given the product [C:1]([O:5][C:6]([N:8]1[CH2:13][CH2:12][C:11](=[C:14]2[C:20]3[CH:21]=[CH:22][C:23]([Cl:25])=[CH:24][C:19]=3[C:18]([CH:26]([NH:33][C:50]([O:49][C:46]3([CH3:45])[CH2:48][CH2:47]3)=[O:51])[C:27]3[N:28]([CH3:32])[CH:29]=[N:30][CH:31]=3)=[CH:17][C:16]3[CH:34]=[CH:35][CH:36]=[CH:37][C:15]2=3)[CH2:10][CH2:9]1)=[O:7])([CH3:4])([CH3:2])[CH3:3], predict the reactants needed to synthesize it. The reactants are: [C:1]([O:5][C:6]([N:8]1[CH2:13][CH2:12][C:11](=[C:14]2[C:20]3[CH:21]=[CH:22][C:23]([Cl:25])=[CH:24][C:19]=3[C:18]([CH:26]([NH2:33])[C:27]3[N:28]([CH3:32])[CH:29]=[N:30][CH:31]=3)=[CH:17][C:16]3[CH:34]=[CH:35][CH:36]=[CH:37][C:15]2=3)[CH2:10][CH2:9]1)=[O:7])([CH3:4])([CH3:3])[CH3:2].C(N(CC)CC)C.[CH3:45][C:46]1([O:49][C:50](=O)[O:51]N2C(=O)CCC2=O)[CH2:48][CH2:47]1. (6) Given the product [Cl:3][C:4]1[CH:5]=[C:6]2[C:11](=[CH:12][CH:13]=1)[N:10]([CH2:31][C:32]1[CH:37]=[CH:36][N:35]=[CH:34][CH:33]=1)[C:9](=[O:14])[N:8]([CH2:15][C:16]([F:17])([F:19])[F:18])[C:7]2([C:23]1[CH:24]=[CH:25][C:26]([F:29])=[CH:27][CH:28]=1)[CH2:20][CH2:21][CH3:22], predict the reactants needed to synthesize it. The reactants are: [H-].[Na+].[Cl:3][C:4]1[CH:5]=[C:6]2[C:11](=[CH:12][CH:13]=1)[NH:10][C:9](=[O:14])[N:8]([CH2:15][C:16]([F:19])([F:18])[F:17])[C:7]2([C:23]1[CH:28]=[CH:27][C:26]([F:29])=[CH:25][CH:24]=1)[CH2:20][CH2:21][CH3:22].Cl[CH2:31][C:32]1[CH:37]=[CH:36][N:35]=[CH:34][CH:33]=1. (7) Given the product [CH2:10]([NH:12][CH2:8][C:3]1[C:2]([F:1])=[CH:7][CH:6]=[CH:5][N:4]=1)[CH3:11], predict the reactants needed to synthesize it. The reactants are: [F:1][C:2]1[C:3]([CH:8]=O)=[N:4][CH:5]=[CH:6][CH:7]=1.[CH2:10]([NH2:12])[CH3:11]. (8) Given the product [CH2:14]([O:13][CH2:12][CH2:11][N:10]1[C:5]2[C:4]([NH:18][C:19]3[CH:24]=[C:23]([CH3:25])[CH:22]=[CH:21][N:20]=3)=[N:3][C:2]([N:26]3[CH2:34][CH2:33][CH:29]([C:30]([OH:32])=[O:31])[CH2:28][CH2:27]3)=[N:7][C:6]=2[C:8]([CH2:16][CH3:17])=[N:9]1)[CH3:15], predict the reactants needed to synthesize it. The reactants are: Cl[C:2]1[N:3]=[C:4]([NH:18][C:19]2[CH:24]=[C:23]([CH3:25])[CH:22]=[CH:21][N:20]=2)[C:5]2[N:10]([CH2:11][CH2:12][O:13][CH2:14][CH3:15])[N:9]=[C:8]([CH2:16][CH3:17])[C:6]=2[N:7]=1.[NH:26]1[CH2:34][CH2:33][CH:29]([C:30]([OH:32])=[O:31])[CH2:28][CH2:27]1.C(=O)([O-])[O-].[Cs+].[Cs+].C(=O)([O-])[O-].[Na+].[Na+].C(=O)([O-])[O-].[K+].[K+]. (9) Given the product [CH:42]1[C:43]2[CH:44]([CH2:46][O:47][C:48]([NH:50][C@H:51]([C:66](=[O:73])[N:67]3[CH2:72][CH2:71][CH2:70][CH2:69][CH2:68]3)[CH2:52][C:53]3[CH:54]=[C:55]([C:59](=[CH2:65])[CH2:60][CH2:61][C:62]([OH:64])=[O:63])[CH:56]=[CH:57][CH:58]=3)=[O:49])[C:45]3[C:37](=[CH:36][CH:35]=[CH:34][CH:33]=3)[C:38]=2[CH:39]=[CH:40][CH:41]=1.[CH:11]1[CH:10]=[CH:9][C:8]([C:7]([Cl:21])([C:14]2[C:19]([Cl:20])=[CH:18][CH:17]=[CH:16][CH:15]=2)[C:4]2[CH:5]=[CH:6][CH:1]=[CH:2][CH:3]=2)=[CH:13][CH:12]=1, predict the reactants needed to synthesize it. The reactants are: [CH:1]1[CH:6]=[CH:5][C:4]([C:7]([Cl:21])([C:14]2[C:19]([Cl:20])=[CH:18][CH:17]=[CH:16][CH:15]=2)[C:8]2[CH:13]=[CH:12][CH:11]=[CH:10][CH:9]=2)=[CH:3][CH:2]=1.CO.C(N(C(C)C)CC)(C)C.[CH:33]1[C:45]2[CH:44]([CH2:46][O:47][C:48]([NH:50][C@H:51]([C:66](=[O:73])[N:67]3[CH2:72][CH2:71][CH2:70][CH2:69][CH2:68]3)[CH2:52][C:53]3[CH:54]=[C:55]([C:59](=[CH2:65])[CH2:60][CH2:61][C:62]([OH:64])=[O:63])[CH:56]=[CH:57][CH:58]=3)=[O:49])[C:43]3[C:38](=[CH:39][CH:40]=[CH:41][CH:42]=3)[C:37]=2[CH:36]=[CH:35][CH:34]=1. (10) Given the product [CH3:1][O:2][C:3]1[CH:4]=[CH:5][C:6]2[O:11][CH2:10][CH:9]([C:12]3[CH:17]=[CH:16][CH:15]=[C:14]([C:18]([F:20])([F:21])[F:19])[CH:13]=3)[N:8]([CH2:22][CH2:23][NH:24][C:29]([CH:26]3[CH2:28][CH2:27]3)=[O:30])[C:7]=2[CH:25]=1, predict the reactants needed to synthesize it. The reactants are: [CH3:1][O:2][C:3]1[CH:4]=[CH:5][C:6]2[O:11][CH2:10][CH:9]([C:12]3[CH:17]=[CH:16][CH:15]=[C:14]([C:18]([F:21])([F:20])[F:19])[CH:13]=3)[N:8]([CH2:22][C:23]#[N:24])[C:7]=2[CH:25]=1.[CH:26]1([C:29](Cl)=[O:30])[CH2:28][CH2:27]1.